From a dataset of Reaction yield outcomes from USPTO patents with 853,638 reactions. Predict the reaction yield, written as a fraction of the theoretical maximum amount of product (1.0 means a 100% yield; for example, 0.34 means a 34% yield). The reactants are [F:1][C:2]1[CH:3]=[C:4]([CH:6]=[CH:7][C:8]=1[F:9])[NH2:5].C(N(CC)CC)C.[C:17](OC(=O)C)(=[O:19])[CH3:18]. The catalyst is ClCCl. The product is [F:1][C:2]1[CH:3]=[C:4]([NH:5][C:17](=[O:19])[CH3:18])[CH:6]=[CH:7][C:8]=1[F:9]. The yield is 0.910.